This data is from Full USPTO retrosynthesis dataset with 1.9M reactions from patents (1976-2016). The task is: Predict the reactants needed to synthesize the given product. (1) Given the product [F:32][C:33]([F:44])([F:43])[C:34]1[N:12]([CH2:13][CH2:14][OH:15])[C:3]2[CH:4]=[CH:5][C:6]([C:8]([F:10])([F:11])[F:9])=[CH:7][C:2]=2[N:1]=1, predict the reactants needed to synthesize it. The reactants are: [NH2:1][C:2]1[CH:7]=[C:6]([C:8]([F:11])([F:10])[F:9])[CH:5]=[CH:4][C:3]=1[NH:12][CH2:13][CH2:14][OH:15].CN(C1C=CC=CN=1)C.CCN(CC)CC.[F:32][C:33]([F:44])([F:43])[C:34](O[C:34](=O)[C:33]([F:44])([F:43])[F:32])=O. (2) Given the product [CH3:1][C:2]1[CH:7]=[C:6]([CH3:8])[N:5]=[C:4]([N:9]2[CH2:13][CH:12]3[CH2:14][N:15]([C:17]([C:19]4[CH:24]=[CH:23][CH:22]=[C:21]([F:25])[C:20]=4[C:30]4[CH:29]=[CH:6][CH:7]=[CH:2][N:3]=4)=[O:18])[CH2:16][CH:11]3[CH2:10]2)[N:3]=1, predict the reactants needed to synthesize it. The reactants are: [CH3:1][C:2]1[CH:7]=[C:6]([CH3:8])[N:5]=[C:4]([N:9]2[CH2:13][CH:12]3[CH2:14][N:15]([C:17]([C:19]4[CH:24]=[CH:23][CH:22]=[C:21]([F:25])[C:20]=4I)=[O:18])[CH2:16][CH:11]3[CH2:10]2)[N:3]=1.CO[CH2:29][CH2:30]OC. (3) Given the product [C@@H:19]12[O:22][C@@H:15]([CH2:21][CH2:20]1)[CH2:16][N:17]([C:45]1[C:3]3[CH2:4][CH2:5][CH2:6][O:1][C:2]=3[N:50]=[C:48]([C:37]3[CH:38]=[CH:39][C:40]([NH2:43])=[N:41][CH:42]=3)[N:47]=1)[CH2:18]2, predict the reactants needed to synthesize it. The reactants are: [O:1]1[CH2:6][CH2:5][CH2:4][CH2:3][C:2]1=O.O1CCCC(=O)C1.[C@@H:15]12[O:22][C@@H:19]([CH2:20][CH2:21]1)[CH2:18][NH:17][CH2:16]2.N1CCOCC1.CC1(C)C(C)(C)OB([C:37]2[CH:38]=[CH:39][C:40]([NH2:43])=[N:41][CH:42]=2)O1.[CH2:45]([NH:47][C:48]([NH:50]C1C=CC(B2OC(C)(C)C(C)(C)O2)=CC=1)=O)C. (4) Given the product [Cl:1][C:2]1[CH:9]=[CH:8][CH:7]=[CH:6][C:3]=1[N:4]([CH3:5])[S:25]([C:21]1[CH:22]=[CH:23][CH:24]=[C:19]([N+:16]([O-:18])=[O:17])[CH:20]=1)(=[O:26])=[O:27], predict the reactants needed to synthesize it. The reactants are: [Cl:1][C:2]1[CH:9]=[CH:8][CH:7]=[CH:6][C:3]=1[NH:4][CH3:5].N1C=CC=CC=1.[N+:16]([C:19]1[CH:20]=[C:21]([S:25](Cl)(=[O:27])=[O:26])[CH:22]=[CH:23][CH:24]=1)([O-:18])=[O:17]. (5) Given the product [C:23]1([S:29]([NH:13][NH:12][C:10]([C:2]2[O:1][C:5]3[CH:6]=[CH:7][CH:8]=[CH:9][C:4]=3[CH:3]=2)=[O:11])(=[O:31])=[O:30])[CH:28]=[CH:27][CH:26]=[CH:25][CH:24]=1, predict the reactants needed to synthesize it. The reactants are: [O:1]1[C:5]2[CH:6]=[CH:7][CH:8]=[CH:9][C:4]=2[CH:3]=[C:2]1[C:10]([NH:12][NH2:13])=[O:11].C(N(CC)C(C)C)(C)C.[C:23]1([S:29](Cl)(=[O:31])=[O:30])[CH:28]=[CH:27][CH:26]=[CH:25][CH:24]=1.CN(C=O)C. (6) The reactants are: [NH2:1][C:2]12[CH2:9][CH2:8][C:5]([C:10]3[NH:18][C:17]4[C:16](=[O:19])[N:15]([CH2:20][CH2:21][CH3:22])[C:14](=[O:23])[N:13]([CH2:24][CH2:25][CH3:26])[C:12]=4[N:11]=3)([CH2:6][CH2:7]1)[CH2:4][CH2:3]2.[CH3:27][S:28](Cl)(=[O:30])=[O:29]. Given the product [O:23]=[C:14]1[N:13]([CH2:24][CH2:25][CH3:26])[C:12]2[N:11]=[C:10]([C:5]34[CH2:8][CH2:9][C:2]([NH:1][S:28]([CH3:27])(=[O:30])=[O:29])([CH2:7][CH2:6]3)[CH2:3][CH2:4]4)[NH:18][C:17]=2[C:16](=[O:19])[N:15]1[CH2:20][CH2:21][CH3:22], predict the reactants needed to synthesize it. (7) The reactants are: [Cl:1][C:2]1[C:3]([CH:8]=[O:9])=[N:4][CH:5]=[CH:6][N:7]=1.[BH4-].[Na+]. Given the product [Cl:1][C:2]1[C:3]([CH2:8][OH:9])=[N:4][CH:5]=[CH:6][N:7]=1, predict the reactants needed to synthesize it. (8) Given the product [ClH:41].[ClH:41].[NH2:8][C@@:9]([CH2:27][CH2:28][N:29]1[C@H:38]([CH2:39][OH:40])[CH2:37][C:36]2[C:31](=[CH:32][CH:33]=[CH:34][CH:35]=2)[CH2:30]1)([CH2:14][CH2:15][CH2:16][CH2:17][B:18]([OH:22])[OH:19])[C:10]([OH:12])=[O:11], predict the reactants needed to synthesize it. The reactants are: C(OC([NH:8][C@@:9]([CH2:27][CH2:28][N:29]1[C@H:38]([CH2:39][OH:40])[CH2:37][C:36]2[C:31](=[CH:32][CH:33]=[CH:34][CH:35]=2)[CH2:30]1)([CH2:14][CH2:15][CH2:16][CH2:17][B:18]1[O:22]C(C)(C)C(C)(C)[O:19]1)[C:10]([O:12]C)=[O:11])=O)(C)(C)C.[ClH:41]. (9) Given the product [F:20][C:2]([F:1])([F:19])[O:3][C:4]1[CH:5]=[CH:6][C:7]([C:10]2[CH:18]=[C:17]3[C:13]([CH:14]=[CH:15][N:16]3[CH3:24])=[CH:12][CH:11]=2)=[CH:8][CH:9]=1, predict the reactants needed to synthesize it. The reactants are: [F:1][C:2]([F:20])([F:19])[O:3][C:4]1[CH:9]=[CH:8][C:7]([C:10]2[CH:18]=[C:17]3[C:13]([CH:14]=[CH:15][NH:16]3)=[CH:12][CH:11]=2)=[CH:6][CH:5]=1.[H-].[Na+].I[CH3:24].Cl.